Dataset: Reaction yield outcomes from USPTO patents with 853,638 reactions. Task: Predict the reaction yield, written as a fraction of the theoretical maximum amount of product (1.0 means a 100% yield; for example, 0.34 means a 34% yield). (1) The reactants are O[CH2:2][C:3]1[N:7]([CH2:8][C:9]([CH3:12])([OH:11])[CH3:10])[N:6]=[C:5]([N+:13]([O-:15])=[O:14])[CH:4]=1.[H-].[Na+].C1(C)C=CC(S(Cl)(=O)=O)=CC=1.[Cl-].[NH4+]. The catalyst is CN(C=O)C. The product is [CH3:10][C:9]1([CH3:12])[O:11][CH2:2][C:3]2=[CH:4][C:5]([N+:13]([O-:15])=[O:14])=[N:6][N:7]2[CH2:8]1. The yield is 0.220. (2) The reactants are C(N1CCN(C2C=CC(N)=CC=2C)CC1)(=O)C.[C:18]([N:21]1[CH2:27][CH2:26][CH2:25][N:24]([C:28]2[CH:33]=[CH:32][C:31]([N+:34]([O-])=O)=[CH:30][CH:29]=2)[CH2:23][CH2:22]1)(=[O:20])[CH3:19]. No catalyst specified. The product is [C:18]([N:21]1[CH2:27][CH2:26][CH2:25][N:24]([C:28]2[CH:33]=[CH:32][C:31]([NH2:34])=[CH:30][CH:29]=2)[CH2:23][CH2:22]1)(=[O:20])[CH3:19]. The yield is 0.970. (3) The reactants are FC1C=C(C2N=C(SC)N=C(N3CCOC[C@@H]3C)C=2)C=NC=1.Cl[C:24]1[CH:29]=[CH:28][N:27]=[C:26]([N:30]2[CH2:35][CH2:34][O:33][CH2:32][C@@H:31]2[CH3:36])[N:25]=1.[CH:37]1([NH:40][C:41](=[O:58])[NH:42][C:43]2[CH:48]=[CH:47][C:46](B3OC(C)(C)C(C)(C)O3)=[CH:45][CH:44]=2)[CH2:39][CH2:38]1. No catalyst specified. The product is [CH:37]1([NH:40][C:41]([NH:42][C:43]2[CH:48]=[CH:47][C:46]([C:24]3[CH:29]=[CH:28][N:27]=[C:26]([N:30]4[CH2:35][CH2:34][O:33][CH2:32][C@@H:31]4[CH3:36])[N:25]=3)=[CH:45][CH:44]=2)=[O:58])[CH2:39][CH2:38]1. The yield is 0.660. (4) The reactants are [F:1][C:2]1[CH:7]=[CH:6][C:5]([C:8]2[N:9]=[C:10]([CH2:23][OH:24])[O:11][C:12]=2[C:13]2[CH:18]=[CH:17][C:16]([S:19]([CH3:22])(=[O:21])=[O:20])=[CH:15][CH:14]=2)=[CH:4][CH:3]=1.C(N(CC)CC)C.CS(Cl)(=O)=O.S([O-])(=O)(=O)C.C(=O)([O-])[O-].[K+].[K+].O[C:49]1[CH:50]=[C:51]([C:55]2([O:61][CH3:62])[CH2:60][CH2:59][O:58][CH2:57][CH2:56]2)[CH:52]=[CH:53][CH:54]=1. The catalyst is ClCCl.O. The product is [F:1][C:2]1[CH:3]=[CH:4][C:5]([C:8]2[N:9]=[C:10]([CH2:23][O:24][C:53]3[CH:54]=[CH:49][CH:50]=[C:51]([C:55]4([O:61][CH3:62])[CH2:60][CH2:59][O:58][CH2:57][CH2:56]4)[CH:52]=3)[O:11][C:12]=2[C:13]2[CH:18]=[CH:17][C:16]([S:19]([CH3:22])(=[O:21])=[O:20])=[CH:15][CH:14]=2)=[CH:6][CH:7]=1. The yield is 0.710. (5) The reactants are [F:1][C:2]1[CH:21]=[CH:20][CH:19]=[CH:18][C:3]=1[CH2:4][O:5][C:6]1[C:15]2[C:10](=[C:11]([OH:16])[CH:12]=[CH:13][CH:14]=2)[N:9]=[C:8]([CH3:17])[CH:7]=1.[Cl:22][C:23]1[C:28]([CH2:29]Cl)=[C:27]([Cl:31])[CH:26]=[CH:25][C:24]=1[N:32]([CH3:51])[C:33](=[O:50])[CH2:34][NH:35][C:36](=[O:49])[CH2:37][CH2:38][C:39]1[CH:40]=[CH:41][C:42]([C:45]([NH:47][CH3:48])=[O:46])=[N:43][CH:44]=1. No catalyst specified. The product is [Cl:22][C:23]1[C:28]([CH2:29][O:16][C:11]2[CH:12]=[CH:13][CH:14]=[C:15]3[C:10]=2[N:9]=[C:8]([CH3:17])[CH:7]=[C:6]3[O:5][CH2:4][C:3]2[CH:18]=[CH:19][CH:20]=[CH:21][C:2]=2[F:1])=[C:27]([Cl:31])[CH:26]=[CH:25][C:24]=1[N:32]([CH3:51])[C:33](=[O:50])[CH2:34][NH:35][C:36](=[O:49])[CH2:37][CH2:38][C:39]1[CH:40]=[CH:41][C:42]([C:45]([NH:47][CH3:48])=[O:46])=[N:43][CH:44]=1. The yield is 0.530. (6) The product is [CH3:10][O:11][C:12]([C@H:14]1[CH2:19][CH2:18][C@H:17]([NH:20][CH2:2][CH2:3][S:4][C:5]2[S:6][CH:7]=[CH:8][CH:9]=2)[CH2:16][CH2:15]1)=[O:13]. The reactants are Br[CH2:2][CH2:3][S:4][C:5]1[S:6][CH:7]=[CH:8][CH:9]=1.[CH3:10][O:11][C:12]([C@H:14]1[CH2:19][CH2:18][C@H:17]([NH2:20])[CH2:16][CH2:15]1)=[O:13]. The catalyst is C(#N)C. The yield is 0.680. (7) The reactants are Br[C:2]1[CH:3]=[C:4]2[C:10]([C:11]3[CH:19]=[CH:18][C:14]([C:15]([NH2:17])=[O:16])=[CH:13][CH:12]=3)=[CH:9][N:8](S(C3C=CC(C)=CC=3)(=O)=O)[C:5]2=[N:6][CH:7]=1.[C:30]([O:34][C:35]([N:37]1[CH2:42][CH2:41][N:40]([C:43](=[O:59])[C:44]2[CH:49]=[CH:48][C:47](B3OC(C)(C)C(C)(C)O3)=[CH:46][CH:45]=2)[CH2:39][CH2:38]1)=[O:36])([CH3:33])([CH3:32])[CH3:31].C([O-])([O-])=O.[Na+].[Na+]. The catalyst is CC#N.Cl[Pd](Cl)([P](C1C=CC=CC=1)(C1C=CC=CC=1)C1C=CC=CC=1)[P](C1C=CC=CC=1)(C1C=CC=CC=1)C1C=CC=CC=1. The product is [C:30]([O:34][C:35]([N:37]1[CH2:42][CH2:41][N:40]([C:43](=[O:59])[C:44]2[CH:45]=[CH:46][C:47]([C:2]3[CH:3]=[C:4]4[C:10]([C:11]5[CH:12]=[CH:13][C:14]([C:15](=[O:16])[NH2:17])=[CH:18][CH:19]=5)=[CH:9][NH:8][C:5]4=[N:6][CH:7]=3)=[CH:48][CH:49]=2)[CH2:39][CH2:38]1)=[O:36])([CH3:33])([CH3:31])[CH3:32]. The yield is 0.460.